This data is from Full USPTO retrosynthesis dataset with 1.9M reactions from patents (1976-2016). The task is: Predict the reactants needed to synthesize the given product. Given the product [CH2:1]([O:4][C:5]([NH:7][C:8]1[S:9][CH:10]=[C:11]([CH:13]([CH:19]=[O:20])[C:14]([O:16][CH2:17][CH3:18])=[O:15])[N:12]=1)=[O:6])[CH:2]=[CH2:3], predict the reactants needed to synthesize it. The reactants are: [CH2:1]([O:4][C:5]([NH:7][C:8]1[S:9][CH:10]=[C:11]([CH2:13][C:14]([O:16][CH2:17][CH3:18])=[O:15])[N:12]=1)=[O:6])[CH:2]=[CH2:3].[CH:19](OCC)=[O:20].[H-].[Na+].Cl.